This data is from Reaction yield outcomes from USPTO patents with 853,638 reactions. The task is: Predict the reaction yield, written as a fraction of the theoretical maximum amount of product (1.0 means a 100% yield; for example, 0.34 means a 34% yield). The reactants are [Br:1][C:2]1[S:6][C:5]([C:7]2[N:8]([C:17]3[CH:22]=[C:21]([Cl:23])[CH:20]=[CH:19][C:18]=3[Cl:24])[CH2:9][C:10]([C:13]([F:16])([F:15])[F:14])(O)[N:11]=2)=[CH:4][CH:3]=1.O.C1(C)C=CC(S(O)(=O)=O)=CC=1. The catalyst is C1(C)C=CC=CC=1. The product is [Br:1][C:2]1[S:6][C:5]([C:7]2[N:8]([C:17]3[CH:22]=[C:21]([Cl:23])[CH:20]=[CH:19][C:18]=3[Cl:24])[CH:9]=[C:10]([C:13]([F:16])([F:15])[F:14])[N:11]=2)=[CH:4][CH:3]=1. The yield is 0.640.